From a dataset of Forward reaction prediction with 1.9M reactions from USPTO patents (1976-2016). Predict the product of the given reaction. Given the reactants [H-].[Al+3].[Li+].[H-].[H-].[H-].[Cl:7][C:8]1[CH:16]=[CH:15][C:14]([OH:17])=[CH:13][C:9]=1[C:10](O)=[O:11].Cl, predict the reaction product. The product is: [Cl:7][C:8]1[CH:16]=[CH:15][C:14]([OH:17])=[CH:13][C:9]=1[CH2:10][OH:11].